Dataset: Full USPTO retrosynthesis dataset with 1.9M reactions from patents (1976-2016). Task: Predict the reactants needed to synthesize the given product. (1) Given the product [CH2:40]([O:39][C:37](=[O:38])[N:47]([CH:48]([C:50](=[O:51])[NH:35][CH:28]([CH:29]1[CH2:34][CH2:33][CH2:32][CH2:31][CH2:30]1)[C:27]([N:26]1[CH2:25][CH2:24][CH:16]2[N:17]([C:19]([CH:21]3[CH2:22][CH2:23]3)=[O:20])[CH2:18][CH:14]([C:12](=[O:13])[NH:11][CH:1]3[C:10]4[C:5](=[CH:6][CH:7]=[CH:8][CH:9]=4)[CH2:4][CH2:3][CH2:2]3)[CH:15]12)=[O:36])[CH3:49])[CH3:53])[C:41]1[CH:46]=[CH:45][CH:44]=[CH:43][CH:42]=1, predict the reactants needed to synthesize it. The reactants are: [CH:1]1([NH:11][C:12]([CH:14]2[CH2:18][N:17]([C:19]([CH:21]3[CH2:23][CH2:22]3)=[O:20])[CH:16]3[CH2:24][CH2:25][N:26]([C:27](=[O:36])[CH:28]([NH2:35])[CH:29]4[CH2:34][CH2:33][CH2:32][CH2:31][CH2:30]4)[CH:15]23)=[O:13])[C:10]2[C:5](=[CH:6][CH:7]=[CH:8][CH:9]=2)[CH2:4][CH2:3][CH2:2]1.[C:37]([N:47]([CH3:53])[C@H:48]([C:50](O)=[O:51])[CH3:49])([O:39][CH2:40][C:41]1[CH:46]=[CH:45][CH:44]=[CH:43][CH:42]=1)=[O:38].C(Cl)CCl.C1C=CC2N(O)N=NC=2C=1.CCN(C(C)C)C(C)C. (2) Given the product [CH3:20][O:19][C:6](=[O:49])[C@@H:7]([CH2:9][C:10]1[CH:15]=[C:14]([F:16])[C:13]([F:17])=[CH:12][C:11]=1[F:18])[NH:8][C:40]([O:42][C:43]([CH3:44])([CH3:45])[CH3:46])=[O:41], predict the reactants needed to synthesize it. The reactants are: COC1[C@H](C(C)C)N=[C:6]([O:19][CH3:20])[C@@H:7]([CH2:9][C:10]2[CH:15]=[C:14]([F:16])[C:13]([F:17])=[CH:12][C:11]=2[F:18])[N:8]=1.Cl.C(N(CC)CC)C.[C:43]([O:42][C:40](O[C:40]([O:42][C:43]([CH3:46])([CH3:45])[CH3:44])=[O:41])=[O:41])([CH3:46])([CH3:45])[CH3:44].C(OCC)(=[O:49])C. (3) Given the product [C:56]([O:60][C:61](=[O:79])[CH2:62][CH2:63][CH2:64][CH2:65][CH2:66][CH2:67][CH2:68][CH2:69][CH2:70][CH2:71][CH2:72][CH2:73][CH2:74][CH2:75][CH2:76][CH2:77][NH:78][C:16](=[O:18])[CH2:15][CH2:14][N:13]([CH2:12][CH2:11][C:9]([O:8][CH2:1][C:2]1[CH:3]=[CH:4][CH:5]=[CH:6][CH:7]=1)=[O:10])[C:19]([O:21][C:22]([CH3:25])([CH3:24])[CH3:23])=[O:20])([CH3:59])([CH3:57])[CH3:58], predict the reactants needed to synthesize it. The reactants are: [CH2:1]([O:8][C:9]([CH2:11][CH2:12][N:13]([C:19]([O:21][C:22]([CH3:25])([CH3:24])[CH3:23])=[O:20])[CH2:14][CH2:15][C:16]([OH:18])=O)=[O:10])[C:2]1[CH:7]=[CH:6][CH:5]=[CH:4][CH:3]=1.C1C=CC2N(O)N=NC=2C=1.CCN=C=NCCCN(C)C.CCN(C(C)C)C(C)C.[C:56]([O:60][C:61](=[O:79])[CH2:62][CH2:63][CH2:64][CH2:65][CH2:66][CH2:67][CH2:68][CH2:69][CH2:70][CH2:71][CH2:72][CH2:73][CH2:74][CH2:75][CH2:76][CH2:77][NH2:78])([CH3:59])([CH3:58])[CH3:57]. (4) Given the product [CH3:1][O:2][C:3](=[O:27])[CH:4]([N:12]([S:13]([C:16]1[C:21]([CH3:22])=[CH:20][C:19]([O:23][CH3:24])=[C:18]([CH3:25])[C:17]=1[CH3:26])(=[O:15])=[O:14])[CH2:30][C:29]#[CH:28])[CH2:5][C:6]1[CH:11]=[CH:10][CH:9]=[CH:8][CH:7]=1, predict the reactants needed to synthesize it. The reactants are: [CH3:1][O:2][C:3](=[O:27])[CH:4]([NH:12][S:13]([C:16]1[C:21]([CH3:22])=[CH:20][C:19]([O:23][CH3:24])=[C:18]([CH3:25])[C:17]=1[CH3:26])(=[O:15])=[O:14])[CH2:5][C:6]1[CH:11]=[CH:10][CH:9]=[CH:8][CH:7]=1.[CH2:28](Br)[C:29]#[CH:30].C([O-])([O-])=O.[Cs+].[Cs+].